This data is from Catalyst prediction with 721,799 reactions and 888 catalyst types from USPTO. The task is: Predict which catalyst facilitates the given reaction. (1) Reactant: [Cl:1][C:2]1[CH:3]=[C:4]([C:22]2[CH:27]=[CH:26][C:25]([C:28]([OH:30])=O)=[CH:24][CH:23]=2)[CH:5]=[C:6]([Cl:21])[C:7]=1[CH2:8][CH:9]1[CH2:13][CH2:12][N:11]([CH:14]2[CH2:19][CH2:18][CH2:17][CH2:16][CH2:15]2)[C:10]1=[O:20].C([N:33]1[CH:37]=[CH:36][N:35]=[CH:34]1)([N:33]1[CH:37]=[CH:36][N:35]=[CH:34]1)=O.C(OC(N1CC(N)C1)=O)(C)(C)C. The catalyst class is: 4. Product: [NH:33]1[CH2:37][CH:36]([NH:35][C:28]([C:25]2[CH:24]=[CH:23][C:22]([C:4]3[CH:3]=[C:2]([Cl:1])[C:7]([CH2:8][CH:9]4[CH2:13][CH2:12][N:11]([CH:14]5[CH2:15][CH2:16][CH2:17][CH2:18][CH2:19]5)[C:10]4=[O:20])=[C:6]([Cl:21])[CH:5]=3)=[CH:27][CH:26]=2)=[O:30])[CH2:34]1. (2) Reactant: [NH2:1][C:2]1[CH:7]=[CH:6][CH:5]=[CH:4][CH:3]=1.[Li+].C[Si]([N-][Si](C)(C)C)(C)C.CS[CH:20]1[CH:29]([C:30]([O:32][CH2:33][CH3:34])=[O:31])[C:28](=[O:35])[C:27]2[C:22](=[CH:23][N:24]=[CH:25][CH:26]=2)[N:21]1[C:36]1[CH:41]=[CH:40][CH:39]=[CH:38][CH:37]=1. Product: [NH:1]([C:20]1[N:21]([C:36]2[CH:41]=[CH:40][CH:39]=[CH:38][CH:37]=2)[C:22]2[C:27]([C:28](=[O:35])[C:29]=1[C:30]([O:32][CH2:33][CH3:34])=[O:31])=[CH:26][CH:25]=[N:24][CH:23]=2)[C:2]1[CH:7]=[CH:6][CH:5]=[CH:4][CH:3]=1. The catalyst class is: 1. (3) Reactant: [Cl:1][C:2]1[C:3]2[N:4]([C:8]([CH:27]3[CH2:30][C:29](CO)([OH:31])[CH2:28]3)=[N:9][C:10]=2[C:11]2[CH:20]=[C:19]3[C:14]([CH:15]=[CH:16][C:17]([C:21]4[CH:26]=[CH:25][CH:24]=[CH:23][CH:22]=4)=[N:18]3)=[CH:13][CH:12]=2)[CH:5]=[CH:6][N:7]=1.C1COCC1.O. Product: [Cl:1][C:2]1[C:3]2[N:4]([C:8]([CH:27]3[CH2:28][C:29](=[O:31])[CH2:30]3)=[N:9][C:10]=2[C:11]2[CH:20]=[C:19]3[C:14]([CH:15]=[CH:16][C:17]([C:21]4[CH:26]=[CH:25][CH:24]=[CH:23][CH:22]=4)=[N:18]3)=[CH:13][CH:12]=2)[CH:5]=[CH:6][N:7]=1. The catalyst class is: 25. (4) Reactant: [CH:1]([N:4]1[C:9](=[O:10])[CH:8]=[CH:7][C:6]([C:11]2[CH:12]=C(C#N)[C:14](=[O:23])[NH:15][C:16]=2[C:17]2[CH:22]=[CH:21][CH:20]=[CH:19][CH:18]=2)=[N:5]1)([CH3:3])[CH3:2].[OH-:26].[K+].[CH2:28]([OH:31])[CH2:29]O.Cl. Product: [CH:1]([N:4]1[C:9](=[O:10])[CH:8]=[CH:7][C:6]([C:11]2[CH:12]=[C:29]([C:28]([OH:31])=[O:26])[C:14](=[O:23])[NH:15][C:16]=2[C:17]2[CH:22]=[CH:21][CH:20]=[CH:19][CH:18]=2)=[N:5]1)([CH3:3])[CH3:2]. The catalyst class is: 6. (5) Reactant: [N:1]([C@H:4]([CH3:22])[CH2:5][CH2:6][CH2:7][CH2:8][N:9]1[C:18](=[O:19])[C:17]2[N:16]([CH3:20])[CH:15]=[N:14][C:13]=2[N:12]([CH3:21])[C:10]1=[O:11])=[N+]=[N-].[H][H]. Product: [NH2:1][C@H:4]([CH3:22])[CH2:5][CH2:6][CH2:7][CH2:8][N:9]1[C:18](=[O:19])[C:17]2[N:16]([CH3:20])[CH:15]=[N:14][C:13]=2[N:12]([CH3:21])[C:10]1=[O:11]. The catalyst class is: 29. (6) Reactant: [F:1][C:2]1([F:52])[C:6]2[N:7]([CH2:14][C:15]([NH:17][C@H:18]([C:28]3[C:33]([C:34]4[CH:43]=CC=C5[C:35]=4[CH:36]=[CH:37][NH:38][C:39]5=[O:44])=[CH:32][CH:31]=[C:30]([C:45]#[C:46][C:47]([OH:50])([CH3:49])[CH3:48])[N:29]=3)[CH2:19][C:20]3[CH:25]=[C:24]([F:26])[CH:23]=[C:22]([F:27])[CH:21]=3)=[O:16])[N:8]=[C:9]([C:10]([F:13])([F:12])[F:11])[C:5]=2[C@H:4]2[CH2:51][C@@H:3]12.CC1(C)C(C)(C)OB(C2C=CC3N(C(=O)[NH:68][N:69]=3)C=2)O1.C(#N)C.FC(F)(F)C(O)=O. Product: [F:1][C:2]1([F:52])[C:6]2[N:7]([CH2:14][C:15]([NH:17][C@H:18]([C:28]3[C:33]([C:34]4[CH:35]=[CH:36][C:37]5[N:38]([C:39](=[O:44])[NH:68][N:69]=5)[CH:43]=4)=[CH:32][CH:31]=[C:30]([C:45]#[C:46][C:47]([OH:50])([CH3:49])[CH3:48])[N:29]=3)[CH2:19][C:20]3[CH:21]=[C:22]([F:27])[CH:23]=[C:24]([F:26])[CH:25]=3)=[O:16])[N:8]=[C:9]([C:10]([F:13])([F:12])[F:11])[C:5]=2[C@H:4]2[CH2:51][C@@H:3]12. The catalyst class is: 6. (7) Reactant: Cl.[NH:2]1[CH:6]=[CH:5][CH:4]=[C:3]1[CH2:7][NH2:8].[C:9]([C:13]1[CH:22]=[CH:21][C:16]([CH2:17][N:18]=[C:19]=[S:20])=[CH:15][CH:14]=1)([CH3:12])([CH3:11])[CH3:10]. Product: [C:9]([C:13]1[CH:22]=[CH:21][C:16]([CH2:17][NH:18][C:19]([NH:8][CH2:7][C:3]2[NH:2][CH:6]=[CH:5][CH:4]=2)=[S:20])=[CH:15][CH:14]=1)([CH3:12])([CH3:10])[CH3:11]. The catalyst class is: 4.